Dataset: Full USPTO retrosynthesis dataset with 1.9M reactions from patents (1976-2016). Task: Predict the reactants needed to synthesize the given product. (1) The reactants are: [CH3:1][O:2][C:3](=[O:9])[CH2:4][CH2:5][C:6](Cl)=O.[NH2:10][NH:11][C:12]([NH2:14])=O.C1(C)C=CC=CC=1.C[S:23](O)(=O)=O. Given the product [CH3:1][O:2][C:3](=[O:9])[CH2:4][CH2:5][C:6]1[S:23][C:12]([NH2:14])=[N:11][N:10]=1, predict the reactants needed to synthesize it. (2) Given the product [ClH:1].[CH3:18][O:28][C:3]1[C:2]([O:12][C@H:13]2[CH2:17][CH2:16][NH:15][CH2:14]2)=[C:11]2[C:6](=[CH:5][CH:4]=1)[CH2:8][CH2:9][CH2:10]2, predict the reactants needed to synthesize it. The reactants are: [ClH:1].[C:2]1([O:12][CH:13]2[CH2:17][CH2:16][NH:15][CH2:14]2)[C:11]2[CH2:10][CH2:9][CH2:8]C[C:6]=2[CH:5]=[CH:4][CH:3]=1.[C:18]1([O:28]C2CCN(CC3C=CC=CC=3)C2)C2CCCCC=2C=CC=1. (3) Given the product [CH3:1][C:2]1[N:3]([C:17]2[CH:22]=[CH:21][N:20]([CH2:25][CH2:26][OH:27])[C:19](=[O:23])[CH:18]=2)[C:4]([CH3:16])=[C:5]([C:7]#[C:8][C:9]2[CH:10]=[C:11]([CH3:15])[CH:12]=[CH:13][CH:14]=2)[N:6]=1, predict the reactants needed to synthesize it. The reactants are: [CH3:1][C:2]1[N:3]([C:17]2[CH:22]=[CH:21][NH:20][C:19](=[O:23])[CH:18]=2)[C:4]([CH3:16])=[C:5]([C:7]#[C:8][C:9]2[CH:10]=[C:11]([CH3:15])[CH:12]=[CH:13][CH:14]=2)[N:6]=1.I[CH2:25][CH2:26][OH:27]. (4) Given the product [Cl:21][C:22]1[CH:23]=[C:24]2[C:29](=[CH:30][CH:31]=1)[CH:28]=[C:27]([S:32]([CH2:35][CH2:36][C:37]([N:4]1[CH2:5][CH2:6][N:1]([C:14]([O:16][C:17]([CH3:20])([CH3:19])[CH3:18])=[O:15])[CH2:2][CH:3]1[C:7]([O:9][C:10]([CH3:12])([CH3:13])[CH3:11])=[O:8])=[O:38])(=[O:33])=[O:34])[CH:26]=[CH:25]2, predict the reactants needed to synthesize it. The reactants are: [N:1]1([C:14]([O:16][C:17]([CH3:20])([CH3:19])[CH3:18])=[O:15])[CH2:6][CH2:5][NH:4][CH:3]([C:7]([O:9][C:10]([CH3:13])([CH3:12])[CH3:11])=[O:8])[CH2:2]1.[Cl:21][C:22]1[CH:23]=[C:24]2[C:29](=[CH:30][CH:31]=1)[CH:28]=[C:27]([S:32]([CH2:35][CH2:36][C:37](O)=[O:38])(=[O:34])=[O:33])[CH:26]=[CH:25]2.C1C=CC2N(O)N=NC=2C=1.CCN=C=NCCCN(C)C.C(=O)([O-])[O-].[K+].[K+].